Dataset: Forward reaction prediction with 1.9M reactions from USPTO patents (1976-2016). Task: Predict the product of the given reaction. (1) Given the reactants [N:1]1([C:7]2[N:18]=[CH:17][CH:16]=[CH:15][C:8]=2[C:9]([O:11][CH:12]([CH3:14])[CH3:13])=[O:10])[CH2:6][CH2:5][NH:4][CH2:3][CH2:2]1.[OH:19][CH2:20][C:21]1[CH:22]=[C:23]([CH:26]=[CH:27][CH:28]=1)[CH:24]=O.[BH-](OC(C)=O)(OC(C)=O)OC(C)=O.[Na+].O, predict the reaction product. The product is: [OH:19][CH2:20][C:21]1[CH:22]=[C:23]([CH2:24][N:4]2[CH2:5][CH2:6][N:1]([C:7]3[C:8]([C:9]([O:11][CH:12]([CH3:14])[CH3:13])=[O:10])=[CH:15][CH:16]=[CH:17][N:18]=3)[CH2:2][CH2:3]2)[CH:26]=[CH:27][CH:28]=1. (2) Given the reactants [F:1][C:2]([F:7])([F:6])[C:3]([OH:5])=[O:4].[C:8]([C:10]1([C:21]2[CH:22]=[N:23][CH:24]=[C:25]([I:27])[CH:26]=2)[CH2:16][C@H:15]2[N:17](C([O-])=O)[C@H:12]([CH2:13][CH2:14]2)[CH2:11]1)#[N:9], predict the reaction product. The product is: [I:27][C:25]1[CH:26]=[C:21]([C:10]2([C:8]#[N:9])[CH2:16][C@@H:15]3[NH2+:17][C@@H:12]([CH2:13][CH2:14]3)[CH2:11]2)[CH:22]=[N:23][CH:24]=1.[F:1][C:2]([F:7])([F:6])[C:3]([O-:5])=[O:4].